From a dataset of NCI-60 drug combinations with 297,098 pairs across 59 cell lines. Regression. Given two drug SMILES strings and cell line genomic features, predict the synergy score measuring deviation from expected non-interaction effect. (1) Drug 1: CN(C(=O)NC(C=O)C(C(C(CO)O)O)O)N=O. Drug 2: C1CCC(C(C1)N)N.C(=O)(C(=O)[O-])[O-].[Pt+4]. Cell line: 786-0. Synergy scores: CSS=3.69, Synergy_ZIP=-9.49, Synergy_Bliss=-18.2, Synergy_Loewe=-23.6, Synergy_HSA=-15.7. (2) Drug 1: C1CC(C1)(C2=CC=C(C=C2)C3=C(C=C4C(=N3)C=CN5C4=NNC5=O)C6=CC=CC=C6)N. Drug 2: CNC(=O)C1=NC=CC(=C1)OC2=CC=C(C=C2)NC(=O)NC3=CC(=C(C=C3)Cl)C(F)(F)F. Cell line: SK-OV-3. Synergy scores: CSS=74.0, Synergy_ZIP=13.7, Synergy_Bliss=14.0, Synergy_Loewe=8.03, Synergy_HSA=15.2. (3) Drug 1: C1=NC2=C(N=C(N=C2N1C3C(C(C(O3)CO)O)O)F)N. Drug 2: CN1C2=C(C=C(C=C2)N(CCCl)CCCl)N=C1CCCC(=O)O.Cl. Cell line: IGROV1. Synergy scores: CSS=-0.534, Synergy_ZIP=-0.372, Synergy_Bliss=-0.327, Synergy_Loewe=-1.29, Synergy_HSA=-1.11.